From a dataset of Forward reaction prediction with 1.9M reactions from USPTO patents (1976-2016). Predict the product of the given reaction. (1) Given the reactants [F:1][C:2]1[CH:7]=[CH:6][C:5]([C:8]2[C:9]([C:18]([OH:20])=O)=[CH:10][C:11]([S:14]([CH3:17])(=[O:16])=[O:15])=[CH:12][CH:13]=2)=[CH:4][CH:3]=1.[N:21]1([C:27]2[N:32]=[CH:31][C:30]([C:33](=[O:35])[CH3:34])=[CH:29][CH:28]=2)[CH2:26][CH2:25][NH:24][CH2:23][CH2:22]1, predict the reaction product. The product is: [F:1][C:2]1[CH:3]=[CH:4][C:5]([C:8]2[CH:13]=[CH:12][C:11]([S:14]([CH3:17])(=[O:15])=[O:16])=[CH:10][C:9]=2[C:18]([N:24]2[CH2:25][CH2:26][N:21]([C:27]3[N:32]=[CH:31][C:30]([C:33](=[O:35])[CH3:34])=[CH:29][CH:28]=3)[CH2:22][CH2:23]2)=[O:20])=[CH:6][CH:7]=1. (2) Given the reactants Br[C:2]1[N:6]([CH3:7])[CH:5]=[N:4][CH:3]=1.C[Mg]Br.CCOCC.[F:16][C:17]1[CH:18]=[C:19]([CH:26]=[CH:27][N:28]=1)[C:20](N(OC)C)=[O:21], predict the reaction product. The product is: [F:16][C:17]1[CH:18]=[C:19]([C:20]([C:2]2[N:6]([CH3:7])[CH:5]=[N:4][CH:3]=2)=[O:21])[CH:26]=[CH:27][N:28]=1. (3) The product is: [CH2:2]([NH:4][C:18]([C:15]1[C:14]([CH3:21])=[CH:13][C:12]([C:9]2[CH:10]=[CH:11][C:6]([OH:5])=[CH:7][CH:8]=2)=[CH:17][N:16]=1)=[O:19])[CH3:3]. Given the reactants Cl.[CH2:2]([NH2:4])[CH3:3].[OH:5][C:6]1[CH:11]=[CH:10][C:9]([C:12]2[CH:13]=[C:14]([CH3:21])[C:15]([C:18](O)=[O:19])=[N:16][CH:17]=2)=[CH:8][CH:7]=1.CCN=C=NCCCN(C)C.C1C=CC2N(O)N=NC=2C=1.CCN(C(C)C)C(C)C, predict the reaction product. (4) Given the reactants [Cl:1][C:2]1[N:11]=[C:10]([Cl:12])[CH:9]=[C:8]([CH:13](OC)[O:14]C)[C:3]=1[C:4]([O:6][CH3:7])=[O:5].FC(F)(F)C(O)=O, predict the reaction product. The product is: [Cl:1][C:2]1[N:11]=[C:10]([Cl:12])[CH:9]=[C:8]([CH:13]=[O:14])[C:3]=1[C:4]([O:6][CH3:7])=[O:5].